From a dataset of Reaction yield outcomes from USPTO patents with 853,638 reactions. Predict the reaction yield, written as a fraction of the theoretical maximum amount of product (1.0 means a 100% yield; for example, 0.34 means a 34% yield). (1) The reactants are [CH2:1]([C:5]1[C:9](/[CH:10]=[CH:11]/[C:12]2[S:13][C:14]([C:18]([OH:20])=O)=[C:15]([CH3:17])[N:16]=2)=[C:8]([CH3:21])[O:7][N:6]=1)[CH2:2][CH2:3][CH3:4].[NH:22]1[CH2:27][CH2:26][O:25][CH2:24][CH2:23]1. No catalyst specified. The product is [CH2:1]([C:5]1[C:9](/[CH:10]=[CH:11]/[C:12]2[S:13][C:14]([C:18]([N:22]3[CH2:27][CH2:26][O:25][CH2:24][CH2:23]3)=[O:20])=[C:15]([CH3:17])[N:16]=2)=[C:8]([CH3:21])[O:7][N:6]=1)[CH2:2][CH2:3][CH3:4]. The yield is 0.520. (2) The reactants are [NH2:1][CH2:2][CH2:3][OH:4].C1(C)C=CC=CC=1.[CH2:12]([O:16][C:17]1[CH:22]=[CH:21][C:20]([C:23]2[O:24][C:25](=[O:39])[C:26](=[CH:28][C:29]3[CH:34]=[CH:33][C:32]([O:35][CH:36]([CH3:38])[CH3:37])=[CH:31][CH:30]=3)[N:27]=2)=[CH:19][CH:18]=1)[CH:13]([CH3:15])[CH3:14]. The catalyst is O. The product is [OH:4][CH2:3][CH2:2][NH:1][C:25](/[C:26](/[NH:27][C:23](=[O:24])[C:20]1[CH:19]=[CH:18][C:17]([O:16][CH2:12][CH:13]([CH3:15])[CH3:14])=[CH:22][CH:21]=1)=[CH:28]\[C:29]1[CH:30]=[CH:31][C:32]([O:35][CH:36]([CH3:38])[CH3:37])=[CH:33][CH:34]=1)=[O:39]. The yield is 0.210. (3) The reactants are [Cl:1][C:2]1[CH:3]=[C:4]2[C:9](=[CH:10][C:11]=1[O:12][C:13]1[CH:18]=[CH:17][C:16]([C:19](=[O:34])[NH:20][CH:21]3[CH2:26][CH2:25][CH2:24][CH:23]([C:27]4[CH:32]=[CH:31][C:30]([Cl:33])=[CH:29][CH:28]=4)[CH2:22]3)=[CH:15][CH:14]=1)[O:8][CH2:7][CH2:6][CH:5]2[C:35]([OH:37])=[O:36].C[O-].[Na+:40]. The catalyst is CO. The product is [Cl:1][C:2]1[CH:3]=[C:4]2[C:9](=[CH:10][C:11]=1[O:12][C:13]1[CH:14]=[CH:15][C:16]([C:19](=[O:34])[NH:20][CH:21]3[CH2:26][CH2:25][CH2:24][CH:23]([C:27]4[CH:28]=[CH:29][C:30]([Cl:33])=[CH:31][CH:32]=4)[CH2:22]3)=[CH:17][CH:18]=1)[O:8][CH2:7][CH2:6][CH:5]2[C:35]([O-:37])=[O:36].[Na+:40]. The yield is 0.991.